Dataset: Reaction yield outcomes from USPTO patents with 853,638 reactions. Task: Predict the reaction yield, written as a fraction of the theoretical maximum amount of product (1.0 means a 100% yield; for example, 0.34 means a 34% yield). (1) The product is [Cl:19][C:3]1[CH:4]=[C:5]([NH:12][C:13]2[N:17]=[C:16]([NH2:18])[NH:15][N:14]=2)[CH:6]=[C:7]([C:8]([F:11])([F:10])[F:9])[C:2]=1[C:30]1[CH:29]=[CH:28][C:27]([N:24]2[CH2:25][CH2:26][N:21]([CH3:20])[CH2:22][CH2:23]2)=[CH:32][CH:31]=1. The yield is 0.0271. The reactants are Br[C:2]1[C:7]([C:8]([F:11])([F:10])[F:9])=[CH:6][C:5]([NH:12][C:13]2[N:17]=[C:16]([NH2:18])[NH:15][N:14]=2)=[CH:4][C:3]=1[Cl:19].[CH3:20][N:21]1[CH2:26][CH2:25][N:24]([C:27]2[CH:32]=[CH:31][C:30](B3OC(C)(C)C(C)(C)O3)=[CH:29][CH:28]=2)[CH2:23][CH2:22]1.C(=O)([O-])[O-].[K+].[K+].C(COC)OC. The catalyst is C(OCC)(=O)C.C1C=CC([P]([Pd]([P](C2C=CC=CC=2)(C2C=CC=CC=2)C2C=CC=CC=2)([P](C2C=CC=CC=2)(C2C=CC=CC=2)C2C=CC=CC=2)[P](C2C=CC=CC=2)(C2C=CC=CC=2)C2C=CC=CC=2)(C2C=CC=CC=2)C2C=CC=CC=2)=CC=1. (2) The yield is 1.00. The catalyst is O. The reactants are C([O:3][C:4](=[O:38])[CH2:5][N:6]([C:11]1[C:15]2[CH:16]=[C:17]([CH2:20][O:21][C:22]3[CH:27]=[CH:26][C:25]([C:28]4[CH:33]=[C:32]([F:34])[C:31]([F:35])=[CH:30][C:29]=4[O:36][CH3:37])=[CH:24][CH:23]=3)[CH:18]=[CH:19][C:14]=2[O:13][N:12]=1)[CH2:7][CH2:8][O:9][CH3:10])C.C1COCC1.O[Li].O. The product is [F:35][C:31]1[C:32]([F:34])=[CH:33][C:28]([C:25]2[CH:26]=[CH:27][C:22]([O:21][CH2:20][C:17]3[CH:18]=[CH:19][C:14]4[O:13][N:12]=[C:11]([N:6]([CH2:5][C:4]([OH:38])=[O:3])[CH2:7][CH2:8][O:9][CH3:10])[C:15]=4[CH:16]=3)=[CH:23][CH:24]=2)=[C:29]([O:36][CH3:37])[CH:30]=1.